From a dataset of Full USPTO retrosynthesis dataset with 1.9M reactions from patents (1976-2016). Predict the reactants needed to synthesize the given product. (1) Given the product [CH2:1]([N:3]([CH2:4][CH3:5])[C:18]([C:14]1[S:13][CH:17]=[CH:16][CH:15]=1)=[O:19])[CH3:2], predict the reactants needed to synthesize it. The reactants are: [CH2:1]([NH:3][CH2:4][CH3:5])[CH3:2].C(N(CC)CC)C.[S:13]1[CH:17]=[CH:16][CH:15]=[C:14]1[C:18](Cl)=[O:19]. (2) Given the product [CH3:22][N:23]([C:24]1[CH:29]=[CH:28][CH:27]=[CH:26][CH:25]=1)[C:2]1[CH:3]=[N:4][C:5]2[C:10]([N:11]=1)=[C:9]([C:12]1[NH:20][C:19]3[CH2:18][CH2:17][NH:16][C:15](=[O:21])[C:14]=3[CH:13]=1)[CH:8]=[CH:7][CH:6]=2, predict the reactants needed to synthesize it. The reactants are: F[C:2]1[CH:3]=[N:4][C:5]2[C:10]([N:11]=1)=[C:9]([C:12]1[NH:20][C:19]3[CH2:18][CH2:17][NH:16][C:15](=[O:21])[C:14]=3[CH:13]=1)[CH:8]=[CH:7][CH:6]=2.[CH3:22][NH:23][C:24]1[CH:29]=[CH:28][CH:27]=[CH:26][CH:25]=1.C[Si]([N-][Si](C)(C)C)(C)C.[Na+]. (3) Given the product [CH:2]1([CH2:5][O:6][C:7]2[CH:12]=[CH:11][C:10]([O:13][CH3:14])=[CH:9][C:8]=2[C:15]2[CH:20]=[CH:19][N:18]=[C:17]3[C:21]([C:25]([NH:27][C@H:28]4[C@H:32]([OH:33])[CH2:31][N:30]([C:38](=[O:37])[CH2:39][OH:40])[CH2:29]4)=[O:26])=[C:22]([CH3:24])[NH:23][C:16]=23)[CH2:4][CH2:3]1, predict the reactants needed to synthesize it. The reactants are: Cl.[CH:2]1([CH2:5][O:6][C:7]2[CH:12]=[CH:11][C:10]([O:13][CH3:14])=[CH:9][C:8]=2[C:15]2[CH:20]=[CH:19][N:18]=[C:17]3[C:21]([C:25]([NH:27][C@H:28]4[C@H:32]([OH:33])[CH2:31][NH:30][CH2:29]4)=[O:26])=[C:22]([CH3:24])[NH:23][C:16]=23)[CH2:4][CH2:3]1.C([O:37][CH2:38][C:39](Cl)=[O:40])(=O)C.